Dataset: Forward reaction prediction with 1.9M reactions from USPTO patents (1976-2016). Task: Predict the product of the given reaction. (1) Given the reactants [Br:1][CH2:2][CH2:3][CH2:4][OH:5].[Br:6][CH:7]([CH3:11])[C:8](Br)=[O:9].C([O-])([O-])=O.[Na+].[Na+], predict the reaction product. The product is: [Br:1][CH2:2][CH2:3][CH2:4][O:5][C:8](=[O:9])[CH:7]([Br:6])[CH3:11]. (2) Given the reactants [CH3:1][S:2]([NH:5][C:6]1[CH:21]=[CH:20][C:9]2[NH:10][C:11]([CH2:16][C:17]([OH:19])=O)=[N:12][S:13](=[O:15])(=[O:14])[C:8]=2[CH:7]=1)(=[O:4])=[O:3].[CH2:22]([O:24][C:25]([CH:27]1[CH2:32][CH2:31][CH2:30][CH2:29][N:28]1[NH:33][CH2:34][C:35]1[CH:40]=[CH:39][C:38]([F:41])=[CH:37][CH:36]=1)=[O:26])[CH3:23].C1(N=C=NC2CCCCC2)CCCCC1.ClCCl, predict the reaction product. The product is: [CH2:22]([O:24][C:25]([CH:27]1[CH2:32][CH2:31][CH2:30][CH2:29][N:28]1[N:33]([CH2:34][C:35]1[CH:40]=[CH:39][C:38]([F:41])=[CH:37][CH:36]=1)[C:17](=[O:19])[CH2:16][C:11]1[NH:10][C:9]2[CH:20]=[CH:21][C:6]([NH:5][S:2]([CH3:1])(=[O:3])=[O:4])=[CH:7][C:8]=2[S:13](=[O:14])(=[O:15])[N:12]=1)=[O:26])[CH3:23]. (3) Given the reactants [CH:1]1([C:4]2[N:5]=[C:6]([CH2:19][O:20][CH3:21])[NH:7][C:8]=2[C:9]2[CH:10]=[C:11]([CH:15]=[CH:16][C:17]=2[CH3:18])[C:12](O)=[O:13])[CH2:3][CH2:2]1.CN(C(ON1N=NC2C=CC=CC1=2)=[N+](C)C)C.F[P-](F)(F)(F)(F)F.Cl.[NH:47]1[CH2:52][CH2:51][CH:50]([C:53]2[CH:60]=[CH:59][C:56]([C:57]#[N:58])=[CH:55][CH:54]=2)[CH2:49][CH2:48]1.C(N(CC)CC)C, predict the reaction product. The product is: [CH:1]1([C:4]2[N:5]=[C:6]([CH2:19][O:20][CH3:21])[NH:7][C:8]=2[C:9]2[CH:10]=[C:11]([CH:15]=[CH:16][C:17]=2[CH3:18])[C:12]([N:47]2[CH2:52][CH2:51][CH:50]([C:53]3[CH:60]=[CH:59][C:56]([C:57]#[N:58])=[CH:55][CH:54]=3)[CH2:49][CH2:48]2)=[O:13])[CH2:2][CH2:3]1.